From a dataset of Full USPTO retrosynthesis dataset with 1.9M reactions from patents (1976-2016). Predict the reactants needed to synthesize the given product. (1) Given the product [Si:1]([O:8][C@@H:9]1[C@@:37]2([CH3:38])[C:13](=[CH:14][CH:15]=[C:16]3[C@@H:36]2[CH2:35][CH2:34][C@@:33]2([CH3:39])[C@H:17]3[CH2:18][CH:19]=[C:20]2[C@@H:21]([S:23][CH2:24][C:42]([OH:45])([CH3:43])[CH3:41])[CH3:22])[CH2:12][C@@H:11]([OH:40])[CH2:10]1)([C:4]([CH3:6])([CH3:5])[CH3:7])([CH3:3])[CH3:2], predict the reactants needed to synthesize it. The reactants are: [Si:1]([O:8][C@@H:9]1[C@@:37]2([CH3:38])[C:13](=[CH:14][CH:15]=[C:16]3[C@@H:36]2[CH2:35][CH2:34][C@@:33]2([CH3:39])[C@H:17]3[CH2:18][CH:19]=[C:20]2[C@@H:21]([S:23][C:24](OC2C=CC=CC=2)=O)[CH3:22])[CH2:12][C@@H:11]([OH:40])[CH2:10]1)([C:4]([CH3:7])([CH3:6])[CH3:5])([CH3:3])[CH3:2].[CH3:41][C:42]1([O:45]C1)[CH3:43].O1CCCC1.[OH-].[K+]. (2) Given the product [CH3:18][N:19]([CH3:21])/[CH:20]=[CH:1]/[C:2]1[C:7]([N+:8]([O-:10])=[O:9])=[CH:6][N:5]=[C:4]([C:11]([O:13][CH2:14][CH3:15])=[O:12])[CH:3]=1, predict the reactants needed to synthesize it. The reactants are: [CH3:1][C:2]1[C:7]([N+:8]([O-:10])=[O:9])=[CH:6][N:5]=[C:4]([C:11]([O:13][CH2:14][CH3:15])=[O:12])[CH:3]=1.CO[CH:18](OC)[N:19]([CH3:21])[CH3:20]. (3) Given the product [Br:15][C:9]1[S:10][CH:11]=[C:7]([C:1]2[CH:6]=[CH:5][CH:4]=[CH:3][CH:2]=2)[N:8]=1, predict the reactants needed to synthesize it. The reactants are: [C:1]1([C:7]2[NH:8][C:9](=O)[S:10][CH:11]=2)[CH:6]=[CH:5][CH:4]=[CH:3][CH:2]=1.P(Br)(Br)([Br:15])=O. (4) Given the product [ClH:1].[Cl:21][C:22]1[CH:27]=[C:26]([Cl:28])[CH:25]=[CH:24][C:23]=1[N:29]1[CH2:34][CH2:33][CH2:32][C:31]2=[C:35]([O:39][CH:2]([CH2:7][CH2:6][CH3:8])[CH2:3][CH2:4][CH3:5])[N:36]([CH3:38])[N:37]=[C:30]12, predict the reactants needed to synthesize it. The reactants are: [Cl:1][C:2]1[CH:7]=[C:6]([CH3:8])[CH:5]=[C:4](C)[C:3]=1N1CCCC2C(=O)N(C)NC1=2.[Cl:21][C:22]1[CH:27]=[C:26]([Cl:28])[CH:25]=[CH:24][C:23]=1[N:29]1[CH2:34][CH2:33][CH2:32][C:31]2[C:35](=[O:39])[N:36]([CH3:38])[NH:37][C:30]1=2. (5) The reactants are: [NH2:1][C:2]1[N:7]=[CH:6][CH:5]=[CH:4][N:3]=1.C(N(CC)CC)C.[Cl:15][CH2:16][C:17](Cl)=[O:18]. Given the product [Cl:15][CH2:16][C:17]([NH:1][C:2]1[N:7]=[CH:6][CH:5]=[CH:4][N:3]=1)=[O:18], predict the reactants needed to synthesize it. (6) Given the product [CH2:43]([O:26][C:24](=[O:25])[C:23]([N:28]1[CH:32]=[C:31]([C:16]2[CH:17]=[CH:18][C:13]([N:9]3[C:8](=[O:21])[C:7]4[C:2]([NH2:1])=[N:3][CH:4]=[N:5][C:6]=4[O:12][CH2:11][CH2:10]3)=[CH:14][C:15]=2[Cl:20])[CH:30]=[N:29]1)([CH3:22])[CH3:27])[CH3:44], predict the reactants needed to synthesize it. The reactants are: [NH2:1][C:2]1[C:7]2[C:8](=[O:21])[N:9]([C:13]3[CH:18]=[CH:17][C:16](I)=[C:15]([Cl:20])[CH:14]=3)[CH2:10][CH2:11][O:12][C:6]=2[N:5]=[CH:4][N:3]=1.[CH3:22][C:23]([N:28]1[CH:32]=[C:31](B2OC(C)(C)C(C)(C)O2)[CH:30]=[N:29]1)([CH3:27])[C:24]([O-:26])=[O:25].O1CCO[CH2:44][CH2:43]1.C([O-])([O-])=O.[K+].[K+]. (7) Given the product [CH2:9]([C:2]1[C:1]([NH:5][C:4](=[O:6])[CH:3]=1)=[O:7])[CH3:10].[NH:8]1[CH:12]=[CH:11][CH:10]=[CH:9]1, predict the reactants needed to synthesize it. The reactants are: [C:1]1(=[O:7])[NH:5][C:4](=[O:6])[CH:3]=[CH:2]1.[NH:8]1[CH:12]=[CH:11][CH:10]=[CH:9]1.